The task is: Predict the reactants needed to synthesize the given product.. This data is from Full USPTO retrosynthesis dataset with 1.9M reactions from patents (1976-2016). (1) The reactants are: [C:1]([O:5][C:6](=[O:42])[CH2:7][N:8]([C:35]([O:37][C:38]([CH3:41])([CH3:40])[CH3:39])=[O:36])[C:9]1[CH:14]=[CH:13][CH:12]=[C:11]([CH:15]([CH2:26][C:27]2[CH:32]=[CH:31][C:30]([NH:33][CH3:34])=[CH:29][CH:28]=2)[NH:16][S:17]([C:20]2[CH:21]=[N:22][CH:23]=[CH:24][CH:25]=2)(=[O:19])=[O:18])[N:10]=1)([CH3:4])([CH3:3])[CH3:2].C(N(CC)CC)C.[CH2:50]([S:53](Cl)(=[O:55])=[O:54])[CH2:51][CH3:52].C(=O)([O-])O.[Na+]. Given the product [C:38]([O:37][C:35]([N:8]([CH2:7][C:6]([O:5][C:1]([CH3:3])([CH3:4])[CH3:2])=[O:42])[C:9]1[CH:14]=[CH:13][CH:12]=[C:11]([CH:15]([CH2:26][C:27]2[CH:32]=[CH:31][C:30]([N:33]([CH3:34])[S:53]([CH2:50][CH2:51][CH3:52])(=[O:55])=[O:54])=[CH:29][CH:28]=2)[NH:16][S:17]([C:20]2[CH:21]=[N:22][CH:23]=[CH:24][CH:25]=2)(=[O:19])=[O:18])[N:10]=1)=[O:36])([CH3:41])([CH3:40])[CH3:39], predict the reactants needed to synthesize it. (2) Given the product [F:11][C:8]1[CH:9]=[CH:10][C:5]([CH:3]([OH:4])[CH:2]([NH:1][C:38]([C:27]2[CH:28]=[CH:29][CH:30]=[C:31]3[CH2:37][CH2:36][CH2:35][CH:34]=[CH:33][C:32]=23)=[O:39])[CH2:12][C:13]2[CH:18]=[CH:17][C:16]([CH3:19])=[C:15]([O:20][C:21]([F:26])([F:25])[CH:22]([F:24])[F:23])[CH:14]=2)=[CH:6][CH:7]=1, predict the reactants needed to synthesize it. The reactants are: [NH2:1][CH:2]([CH2:12][C:13]1[CH:18]=[CH:17][C:16]([CH3:19])=[C:15]([O:20][C:21]([F:26])([F:25])[CH:22]([F:24])[F:23])[CH:14]=1)[CH:3]([C:5]1[CH:10]=[CH:9][C:8]([F:11])=[CH:7][CH:6]=1)[OH:4].[C:27]1([C:38](O)=[O:39])[CH:28]=[CH:29][CH:30]=[C:31]2[CH2:37][CH2:36][CH2:35][CH:34]=[CH:33][C:32]=12.Cl.C(N=C=NCCCN(C)C)C.ON1C2C=CC=CC=2N=N1. (3) Given the product [CH3:1][C:2]1[C:10]([CH3:11])=[CH:9][CH:8]=[C:7]2[C:3]=1[CH:4]=[C:5]([C:17]([OH:19])=[O:18])[N:6]2[CH2:12][CH2:13][CH2:14][C:15]#[N:16], predict the reactants needed to synthesize it. The reactants are: [CH3:1][C:2]1[C:10]([CH3:11])=[CH:9][CH:8]=[C:7]2[C:3]=1[CH:4]=[C:5]([C:17]([O:19]CC)=[O:18])[N:6]2[CH2:12][CH2:13][CH2:14][C:15]#[N:16].[OH-].[Na+]. (4) Given the product [Br:18][CH:10]([C:7]1[CH:6]=[CH:5][C:4]([O:3][C:2]([F:16])([F:17])[F:1])=[CH:9][CH:8]=1)[C:11]([O:13][CH2:14][CH3:15])=[O:12], predict the reactants needed to synthesize it. The reactants are: [F:1][C:2]([F:17])([F:16])[O:3][C:4]1[CH:9]=[CH:8][C:7]([CH2:10][C:11]([O:13][CH2:14][CH3:15])=[O:12])=[CH:6][CH:5]=1.[Br:18]N1C(=O)CCC1=O. (5) Given the product [F:1][C:2]([F:7])([F:6])[C:3]([OH:5])=[O:4].[Cl:15][C:16]1[CH:17]=[N:18][C:19]2[NH:20][C:21]3[CH:22]=[CH:23][CH:24]=[C:25]([CH:47]=3)[CH2:26][CH2:27][C:28]3[CH:36]=[C:32]([NH:33][C:34]=1[N:35]=2)[CH:31]=[CH:30][C:29]=3[NH:37][C:38](=[O:46])[CH2:39][CH:40]1[CH2:45][CH2:44][N:43]([C:48](=[O:51])[CH2:49][CH3:50])[CH2:42][CH2:41]1, predict the reactants needed to synthesize it. The reactants are: [F:1][C:2]([F:7])([F:6])[C:3]([OH:5])=[O:4].FC(F)(F)C(O)=O.[Cl:15][C:16]1[CH:17]=[N:18][C:19]2[NH:20][C:21]3[CH:22]=[CH:23][CH:24]=[C:25]([CH:47]=3)[CH2:26][CH2:27][C:28]3[CH:36]=[C:32]([NH:33][C:34]=1[N:35]=2)[CH:31]=[CH:30][C:29]=3[NH:37][C:38](=[O:46])[CH2:39][CH:40]1[CH2:45][CH2:44][NH:43][CH2:42][CH2:41]1.[C:48](Cl)(=[O:51])[CH2:49][CH3:50].